From a dataset of Forward reaction prediction with 1.9M reactions from USPTO patents (1976-2016). Predict the product of the given reaction. (1) The product is: [CH3:19][O:20][CH2:21][CH2:22][CH2:23][O:17][C:16](=[O:18])[C:15]1[C:10]([S:7]([CH:6]2[CH2:5][CH2:4][O:3][CH:2]2[CH3:1])(=[O:8])=[O:9])=[CH:11][CH:12]=[N:13][CH:14]=1. Given the reactants [CH3:1][CH:2]1[CH:6]([S:7]([C:10]2[C:15]([C:16]([OH:18])=[O:17])=[CH:14][N:13]=[CH:12][CH:11]=2)(=[O:9])=[O:8])[CH2:5][CH2:4][O:3]1.[CH3:19][O:20][CH2:21][CH2:22][CH2:23]Br, predict the reaction product. (2) Given the reactants [CH:1]([C:3]1[CH:8]=[CH:7][C:6]([B:9]([OH:11])[OH:10])=[CH:5][CH:4]=1)=O.[NH:12]1[CH2:17][CH2:16][CH:15]([CH2:18][NH:19][C:20](=[O:26])[O:21][C:22]([CH3:25])([CH3:24])[CH3:23])[CH2:14][CH2:13]1, predict the reaction product. The product is: [C:22]([O:21][C:20]([NH:19][CH2:18][CH:15]1[CH2:14][CH2:13][N:12]([CH2:1][C:3]2[CH:8]=[CH:7][C:6]([B:9]([OH:11])[OH:10])=[CH:5][CH:4]=2)[CH2:17][CH2:16]1)=[O:26])([CH3:25])([CH3:23])[CH3:24].